Dataset: Full USPTO retrosynthesis dataset with 1.9M reactions from patents (1976-2016). Task: Predict the reactants needed to synthesize the given product. (1) Given the product [CH3:1][C:2]1[CH:7]=[CH:6][C:5]([S:8]([O:11][CH2:12][CH:13]2[O:18][C:17]3[C:19]([CH2:31][CH2:32][OH:35])=[C:20]([O:23][CH2:24][C:25]4[CH:30]=[CH:29][CH:28]=[CH:27][CH:26]=4)[CH:21]=[CH:22][C:16]=3[O:15][CH2:14]2)(=[O:10])=[O:9])=[CH:4][CH:3]=1, predict the reactants needed to synthesize it. The reactants are: [CH3:1][C:2]1[CH:7]=[CH:6][C:5]([S:8]([O:11][CH2:12][C@@H:13]2[O:18][C:17]3[C:19]([CH2:31][CH:32]=C)=[C:20]([O:23][CH2:24][C:25]4[CH:30]=[CH:29][CH:28]=[CH:27][CH:26]=4)[CH:21]=[CH:22][C:16]=3[O:15][CH2:14]2)(=[O:10])=[O:9])=[CH:4][CH:3]=1.I([O-])(=O)(=O)=[O:35].[Na+].C(OCC)(=O)C.[BH4-].C([N+](CCCC)(CCCC)CCCC)CCC. (2) Given the product [C:22]([O:25][C@@H:26]1[C@H:30]([CH2:31][CH2:32][CH2:33][CH2:34][CH2:35][CH2:36][C:37]([O:39][CH3:40])=[O:38])[C@@H:29](/[CH:41]=[CH:4]/[C:3](=[O:11])[C:2]([F:1])([F:18])[C:12]2[CH:13]=[CH:14][CH:15]=[CH:16][CH:17]=2)[C@H:28]([O:43][CH:44]2[CH2:49][CH2:48][CH2:47][CH2:46][O:45]2)[CH2:27]1)(=[O:24])[CH3:23], predict the reactants needed to synthesize it. The reactants are: [F:1][C:2]([F:18])([C:12]1[CH:17]=[CH:16][CH:15]=[CH:14][CH:13]=1)[C:3](=[O:11])[CH2:4]P(=O)(OC)OC.O.[OH-].[Li+].[C:22]([O:25][C@@H:26]1[C@H:30]([CH2:31][CH2:32][CH2:33][CH2:34][CH2:35][CH2:36][C:37]([O:39][CH3:40])=[O:38])[C@@H:29]([CH:41]=O)[C@H:28]([O:43][CH:44]2[CH2:49][CH2:48][CH2:47][CH2:46][O:45]2)[CH2:27]1)(=[O:24])[CH3:23]. (3) Given the product [CH2:1]([O:3][C:4]([C:6]1[C:10]([I:11])=[C:9]2[C:20](=[O:22])[NH:19][CH2:18][CH2:17][N:8]2[N:7]=1)=[O:5])[CH3:2], predict the reactants needed to synthesize it. The reactants are: [CH2:1]([O:3][C:4]([C:6]1[C:10]([I:11])=[C:9](C(OCC)=O)[N:8]([CH2:17][CH2:18][NH:19][C:20]([O:22]C(C)(C)C)=O)[N:7]=1)=[O:5])[CH3:2].O(CC1C=C2C(=O)NCCN2N=1)C1C=CC=CC=1. (4) Given the product [Cl:1][C:2]1[CH:3]=[C:4]2[C:12](=[O:13])[C:11]3[CH:14]=[C:15]([NH:66][S:63]([N:62]([CH3:67])[CH3:61])(=[O:65])=[O:64])[N:16]=[CH:17][C:10]=3[CH:9]=[CH:8][C:5]2=[N:6][CH:7]=1, predict the reactants needed to synthesize it. The reactants are: [Cl:1][C:2]1[CH:3]=[C:4]2[C:12](=[O:13])[C:11]3[CH:14]=[C:15](Cl)[N:16]=[CH:17][C:10]=3[CH:9]=[CH:8][C:5]2=[N:6][CH:7]=1.CC1(C)C2C=CC=C(P(C3C=CC=CC=3)C3C=CC=CC=3)C=2OC2C1=CC=CC=2P(C1C=CC=CC=1)C1C=CC=CC=1.[CH3:61][N:62]([CH3:67])[S:63]([NH2:66])(=[O:65])=[O:64].C([O-])([O-])=O.[Cs+].[Cs+]. (5) Given the product [NH2:1][C@H:2]1[C:7]([F:8])([F:9])[CH2:6][CH2:5][CH2:4][C@H:3]1[NH:10][C:11]1[N:12]=[C:13]([NH:19][C:20]2[CH:21]=[CH:22][C:23]([O:26][CH3:27])=[CH:24][CH:25]=2)[C:14]([C:17]([NH2:18])=[O:34])=[N:15][CH:16]=1, predict the reactants needed to synthesize it. The reactants are: [NH2:1][C@H:2]1[C:7]([F:9])([F:8])[CH2:6][CH2:5][CH2:4][C@H:3]1[NH:10][C:11]1[N:12]=[C:13]([NH:19][C:20]2[CH:25]=[CH:24][C:23]([O:26][CH3:27])=[CH:22][CH:21]=2)[C:14]([C:17]#[N:18])=[N:15][CH:16]=1.[OH-].[Na+].OO.CC(O)=[O:34]. (6) Given the product [C:1]([NH:9][C:10]1[N:15]=[CH:14][C:13]([CH:16]([CH3:22])[C:17]([OH:19])=[O:18])=[CH:12][CH:11]=1)(=[O:8])[C:2]1[CH:7]=[CH:6][CH:5]=[CH:4][CH:3]=1, predict the reactants needed to synthesize it. The reactants are: [C:1]([NH:9][C:10]1[N:15]=[CH:14][C:13]([CH:16]([CH3:22])[C:17]([O:19]CC)=[O:18])=[CH:12][CH:11]=1)(=[O:8])[C:2]1[CH:7]=[CH:6][CH:5]=[CH:4][CH:3]=1.O.[OH-].[Li+].Cl.